From a dataset of Catalyst prediction with 721,799 reactions and 888 catalyst types from USPTO. Predict which catalyst facilitates the given reaction. (1) Reactant: [CH:1]([C:3]1[CH:10]=[CH:9][C:6]([C:7]#[N:8])=[CH:5][CH:4]=1)=O.[CH3:11][O:12][C:13]1[CH:14]=[C:15]([CH:17]=[C:18]([O:20][CH3:21])[CH:19]=1)[NH2:16]. Product: [CH3:21][O:20][C:18]1[CH:17]=[C:15]([N:16]=[CH:1][C:3]2[CH:10]=[CH:9][C:6]([C:7]#[N:8])=[CH:5][CH:4]=2)[CH:14]=[C:13]([O:12][CH3:11])[CH:19]=1. The catalyst class is: 8. (2) Product: [OH:1][C:2]1([C:30]2[CH:35]=[CH:34][C:33]([C:36]3[O:37][CH:38]=[CH:39][N:40]=3)=[CH:32][N:31]=2)[CH2:7][CH2:6][CH:5]([N:8]([CH3:43])[C@H:9]2[CH2:13][CH2:12][N:11]([C:14](=[O:29])[CH2:15][NH:16][C:17](=[O:28])[C:18]3[CH:23]=[CH:22][CH:21]=[C:20]([C:24]([F:26])([F:27])[F:25])[CH:19]=3)[CH2:10]2)[CH2:4][CH2:3]1. The catalyst class is: 2. Reactant: [OH:1][C:2]1([C:30]2[CH:35]=[CH:34][C:33]([C:36]3[O:37][CH:38]=[CH:39][N:40]=3)=[CH:32][N:31]=2)[CH2:7][CH2:6][CH:5]([NH:8][C@H:9]2[CH2:13][CH2:12][N:11]([C:14](=[O:29])[CH2:15][NH:16][C:17](=[O:28])[C:18]3[CH:23]=[CH:22][CH:21]=[C:20]([C:24]([F:27])([F:26])[F:25])[CH:19]=3)[CH2:10]2)[CH2:4][CH2:3]1.C=O.[C:43](O[BH-](OC(=O)C)OC(=O)C)(=O)C.[Na+]. (3) Reactant: [F:1][C:2]1[CH:7]=[CH:6][C:5]([N:8]2[CH2:12][CH2:11][CH2:10][CH2:9]2)=[CH:4][C:3]=1[C:13]1[C:21]2[C:16](=[N:17][CH:18]=[CH:19][C:20]=2[NH:22][S:23]([C:26]2[CH:31]=[CH:30][CH:29]=[CH:28][CH:27]=2)(=[O:25])=[O:24])[N:15]([CH3:32])[C:14]=1[C:33]([O:35]C)=[O:34].[OH-].[Na+]. Product: [F:1][C:2]1[CH:7]=[CH:6][C:5]([N:8]2[CH2:12][CH2:11][CH2:10][CH2:9]2)=[CH:4][C:3]=1[C:13]1[C:21]2[C:16](=[N:17][CH:18]=[CH:19][C:20]=2[NH:22][S:23]([C:26]2[CH:31]=[CH:30][CH:29]=[CH:28][CH:27]=2)(=[O:25])=[O:24])[N:15]([CH3:32])[C:14]=1[C:33]([OH:35])=[O:34]. The catalyst class is: 5. (4) Reactant: [Cl:1][C:2]1[CH:3]=[C:4]([CH:7]=[CH:8][CH:9]=1)[NH:5][CH3:6].Cl[C:11](Cl)(OC(=O)OC(Cl)(Cl)Cl)Cl.[CH3:22][C@@H:23]1[NH:28][CH2:27][C:26]2[C:29]([C:32]3[S:33][CH:34]=[CH:35][CH:36]=3)=[N:30][NH:31][C:25]=2[CH2:24]1.[OH2:37]. Product: [Cl:1][C:2]1[CH:3]=[C:4]([N:5]([CH3:11])[C:6]([N:28]2[C@@H:23]([CH3:22])[CH2:24][C:25]3[NH:31][N:30]=[C:29]([C:32]4[S:33][CH:34]=[CH:35][CH:36]=4)[C:26]=3[CH2:27]2)=[O:37])[CH:7]=[CH:8][CH:9]=1. The catalyst class is: 2.